From a dataset of Reaction yield outcomes from USPTO patents with 853,638 reactions. Predict the reaction yield, written as a fraction of the theoretical maximum amount of product (1.0 means a 100% yield; for example, 0.34 means a 34% yield). (1) The reactants are [CH2:1]([O:8][C@@H:9]1[CH2:38][C@@H:37]2[C@:32]([CH3:46])([CH2:33][CH2:34][C@H:35]([O:39][CH:40]3[CH2:45][CH2:44][CH2:43][CH2:42][O:41]3)[CH2:36]2)[C@@H:31]2[C@@H:10]1[C@H:11]1[C@:28]([CH3:47])([CH2:29][CH2:30]2)[C@@H:14]([C@H:15]([CH3:27])[CH2:16][CH2:17][CH2:18][O:19][Si](C(C)(C)C)(C)C)[CH2:13][CH2:12]1)[C:2]1[CH:7]=[CH:6][CH:5]=[CH:4][CH:3]=1.[F-].C([N+](CCCC)(CCCC)CCCC)CCC. The catalyst is C1COCC1. The product is [CH2:1]([O:8][C@@H:9]1[CH2:38][C@@H:37]2[C@:32]([CH3:46])([CH2:33][CH2:34][C@H:35]([O:39][CH:40]3[CH2:45][CH2:44][CH2:43][CH2:42][O:41]3)[CH2:36]2)[C@@H:31]2[C@@H:10]1[C@H:11]1[C@:28]([CH3:47])([CH2:29][CH2:30]2)[C@@H:14]([C@H:15]([CH3:27])[CH2:16][CH2:17][CH2:18][OH:19])[CH2:13][CH2:12]1)[C:2]1[CH:3]=[CH:4][CH:5]=[CH:6][CH:7]=1. The yield is 0.900. (2) The reactants are [CH:1]1[C:13]2[N:12]([CH2:14][CH:15]([OH:24])[CH2:16][NH:17][CH2:18][C:19]3[O:20][CH:21]=[CH:22][CH:23]=3)[C:11]3[C:6](=[CH:7][CH:8]=[CH:9][CH:10]=3)[C:5]=2[CH:4]=[CH:3][CH:2]=1.N1C=CN=C1.[Si:30](Cl)([C:33]([CH3:36])([CH3:35])[CH3:34])([CH3:32])[CH3:31]. The catalyst is C(Cl)Cl. The product is [Si:30]([O:24][CH:15]([CH2:14][N:12]1[C:11]2[CH:10]=[CH:9][CH:8]=[CH:7][C:6]=2[C:5]2[C:13]1=[CH:1][CH:2]=[CH:3][CH:4]=2)[CH2:16][NH:17][CH2:18][C:19]1[O:20][CH:21]=[CH:22][CH:23]=1)([C:33]([CH3:36])([CH3:35])[CH3:34])([CH3:32])[CH3:31]. The yield is 0.980.